This data is from Full USPTO retrosynthesis dataset with 1.9M reactions from patents (1976-2016). The task is: Predict the reactants needed to synthesize the given product. (1) Given the product [N:1]1[N:2]2[CH:8]([C:9]([OH:11])=[O:10])[CH2:7][CH2:6][C:3]2=[CH:4][CH:5]=1, predict the reactants needed to synthesize it. The reactants are: [N:1]1[N:2]2[CH:8]([C:9]([O:11]CC3C=CC=CC=3)=[O:10])[CH2:7][CH2:6][C:3]2=[CH:4][CH:5]=1.[H][H]. (2) Given the product [C:14]([CH2:13][CH2:12][C:8]1[NH:7][C:6]([C:4]([OH:5])=[O:3])=[C:10]([CH3:11])[CH:9]=1)([OH:16])=[O:15], predict the reactants needed to synthesize it. The reactants are: C([O:3][C:4]([C:6]1[NH:7][C:8]([CH2:12][CH2:13][C:14]([OH:16])=[O:15])=[CH:9][C:10]=1[CH3:11])=[O:5])C.[OH-].[Li+].Cl. (3) Given the product [NH2:9][C:3]1[N:4]=[CH:5][N:6]=[C:7]([NH:26][CH2:27][C:28]2([F:41])[CH2:29][CH2:30][N:31]([C:34](=[O:36])[CH:42]=[CH2:43])[CH2:32][CH2:33]2)[C:2]=1[C:20]1[CH:21]=[CH:22][C:17]([O:10][C:11]2[CH:16]=[CH:15][CH:14]=[CH:13][CH:12]=2)=[CH:18][CH:19]=1, predict the reactants needed to synthesize it. The reactants are: Cl[C:2]1[C:3]([NH2:9])=[N:4][CH:5]=[N:6][C:7]=1Cl.[O:10]([C:17]1[CH:22]=[CH:21][C:20](B(O)O)=[CH:19][CH:18]=1)[C:11]1[CH:16]=[CH:15][CH:14]=[CH:13][CH:12]=1.[NH2:26][CH2:27][C:28]1([F:41])[CH2:33][CH2:32][N:31]([C:34]([O:36]C(C)(C)C)=O)[CH2:30][CH2:29]1.[C:42](O)(=O)[CH:43]=C. (4) Given the product [CH3:1][C:2]1[N:3]=[C:4]([C:8]2[CH:9]=[CH:10][C:11]([N:14]([CH2:34][CH2:35][CH3:36])[CH2:15][CH2:16][CH2:17][O:18][C:19]3[CH:20]=[C:21]4[C:25](=[CH:26][CH:27]=3)[C@H:24]([CH2:28][C:29]([OH:31])=[O:30])[CH2:23][CH2:22]4)=[N:12][CH:13]=2)[S:5][C:6]=1[CH3:7], predict the reactants needed to synthesize it. The reactants are: [CH3:1][C:2]1[N:3]=[C:4]([C:8]2[CH:9]=[CH:10][C:11]([N:14]([CH2:34][CH2:35][CH3:36])[CH2:15][CH2:16][CH2:17][O:18][C:19]3[CH:20]=[C:21]4[C:25](=[CH:26][CH:27]=3)[C@H:24]([CH2:28][C:29]([O:31]CC)=[O:30])[CH2:23][CH2:22]4)=[N:12][CH:13]=2)[S:5][C:6]=1[CH3:7].CO.O.[Li+].[OH-]. (5) Given the product [C:1]1([CH3:11])[CH:2]=[CH:3][C:4]([S:7]([OH:10])(=[O:8])=[O:9])=[CH:5][CH:6]=1.[C:26]([C:28]1[S:32][C:31]([O:33][C@@H:34]2[CH:41]3[CH2:42][N:37]4[CH2:38][CH:39]([CH2:43][CH:35]2[CH2:36]4)[CH2:40]3)=[N:30][N:44]=1)([CH3:25])([CH3:12])[CH3:27], predict the reactants needed to synthesize it. The reactants are: [C:1]1([CH3:11])[CH:6]=[CH:5][C:4]([S:7]([OH:10])(=[O:9])=[O:8])=[CH:3][CH:2]=1.[C:12]1(C)C=CC(S(O)(=O)=O)=CC=1.N1[CH:27]=[C:26]([C:28]2[S:32][C:31]([O:33][C@@H:34]3[CH:41]4[CH2:42][N:37]5[CH2:38][CH:39]([CH2:43][CH:35]3[CH2:36]5)[CH2:40]4)=[N:30]C=2)[CH:25]=N1.[NH3:44]. (6) Given the product [N:6]([C:3]1[CH:2]=[CH:18][C:19]([S:22]([NH2:25])(=[O:24])=[O:23])=[CH:5][CH:4]=1)=[C:7]=[O:14], predict the reactants needed to synthesize it. The reactants are: N1[CH2:5][CH2:4][C@@H:3]([NH:6][C:7](=[O:14])C2C=CN=CC=2)[CH2:2]1.NC1C=C[C:19]([S:22]([NH2:25])(=[O:24])=[O:23])=[CH:18]C=1. (7) Given the product [F:22][C:23]([F:28])([F:27])[C:24]([OH:26])=[O:25].[NH2:8][C:9]1[S:18][C:12]2=[N:13][C:14]([CH3:17])=[CH:15][CH:16]=[C:11]2[C:10]=1[C:19]([OH:21])=[O:20], predict the reactants needed to synthesize it. The reactants are: C(OC([NH:8][C:9]1[S:18][C:12]2=[N:13][C:14]([CH3:17])=[CH:15][CH:16]=[C:11]2[C:10]=1[C:19]([OH:21])=[O:20])=O)(C)(C)C.[F:22][C:23]([F:28])([F:27])[C:24]([OH:26])=[O:25]. (8) Given the product [CH3:1][O:2][C:3]1[CH:4]=[C:5]([CH:13]=[CH:14][C:15]=1[N+:16]([O-:18])=[O:17])[CH2:6][CH2:7][PH:8](=[O:9])[OH:12], predict the reactants needed to synthesize it. The reactants are: [CH3:1][O:2][C:3]1[CH:4]=[C:5]([CH:13]=[CH:14][C:15]=1[N+:16]([O-:18])=[O:17])[CH2:6][CH2:7][PH:8](=[O:12])[O:9]CC. (9) Given the product [CH3:36][C:37]1[N:12]2[C:3]([C:4]3[CH:5]=[C:6]([C:28]4[CH:29]=[CH:30][CH:31]=[CH:32][CH:33]=4)[C:7]([C:13]4[CH:14]=[CH:15][C:16]([CH2:17][NH:18][C:19](=[O:25])[O:20][C:21]([CH3:24])([CH3:23])[CH3:22])=[CH:26][CH:27]=4)=[N:8][C:9]=3[CH:10]=[CH:11]2)=[N:1][N:2]=1, predict the reactants needed to synthesize it. The reactants are: [NH:1]([C:3]1[N:12]=[CH:11][CH:10]=[C:9]2[C:4]=1[CH:5]=[C:6]([C:28]1[CH:33]=[CH:32][CH:31]=[CH:30][CH:29]=1)[C:7]([C:13]1[CH:27]=[CH:26][C:16]([CH2:17][NH:18][C:19](=[O:25])[O:20][C:21]([CH3:24])([CH3:23])[CH3:22])=[CH:15][CH:14]=1)=[N:8]2)[NH2:2].CO.[C:36](OC)(OC)(OC)[CH3:37].O.C1(C)C=CC(S(O)(=O)=O)=CC=1.